Binary Classification. Given a miRNA mature sequence and a target amino acid sequence, predict their likelihood of interaction. From a dataset of Experimentally validated miRNA-target interactions with 360,000+ pairs, plus equal number of negative samples. (1) The miRNA is mmu-miR-598-3p with sequence UACGUCAUCGUCGUCAUCGUUA. The protein sequence of the target gene is MRLGKPKGGISRSASQGKAYESKRKTARQRQKWGVAIRFDSGLSRRRRNVDEKPYKCAKCSKSFSQSSTLFQHKKIHTGKKSHKCADCGKSFFQSSNLIQHRRIHTGEKPYKCDECGERFKQSSNLIQHQRIHTGEKPYCCDECGRCFSQSSHLIQHQRTHTGEKPYQCEECDKCFSQSSHLRQHMKVHKEKKPHKRGKNARVKTHPVSWKRGKGRKAVAGIRQVKGATSGLFKKKK. Result: 0 (no interaction). (2) The miRNA is hsa-miR-18b-5p with sequence UAAGGUGCAUCUAGUGCAGUUAG. The protein sequence of the target gene is MVKISFQPAVAGIKGDKADKASASAPAPASATEILLTPAREEQPPQHRSKRGGSVGGVCYLSMGMVVLLMGLVFASVYIYRYFFLAQLARDNFFRCGVLYEDSLSSQVRTQMELEEDVKIYLDENYERINVPVPQFGGGDPADIIHDFQRGLTAYHDISLDKCYVIELNTTIVLPPRNFWELLMNVKRGTYLPQTYIIQEEMVVTEHVSDKEALGSFIYHLCNGKDTYRLRRRATRRRINKRGAKNCNAIRHFENTFVVETLICGVV. Result: 1 (interaction). (3) The miRNA is hsa-miR-6129 with sequence UGAGGGAGUUGGGUGUAUA. The protein sequence of the target gene is MEGFMDSGTQTDAVVVLSLAQAAVLGLVSENELFGATISAEAFYPDLGPELSGAAMGEPEPPGPDVYQLACNGRALEEPAEEEVLEVEAACEKHTRRKTRPPVRLVPKVKFEKVEEEEQEVYEVSVPGDDKDAGPAEAPAEAASGGCDALVQSSAVKMIDLSAFSRKPRTLRHLPRTPRPELNVAPYDPHFPAPARDGFPEPSMALPGPEALPTECGFEPPHLAPLSDPEAPSMESPEPVKPEQGFVWQEASEFEADTAGSTVERHKKAQLDRLDINVQIDDSYLVEAGDRQKRWQCRMC.... Result: 1 (interaction). (4) The miRNA is mmu-miR-590-3p with sequence UAAUUUUAUGUAUAAGCUAGU. The protein sequence of the target gene is MFQTFRKWFWSERYWLPPTIKWSDLEDHDGLVFVKASHLYITIPYAFLLMVVRYFFEKFVATPLANALGIKKTQHKIKPNAILENFFKHSTSKPSHTDIYGLAKKCNLTERQVERWLRIRQKQNKPCRLQKFQESCWRFTFYLLITMAGAVFLYDKPWAYDLWEVWNDYPRQPLLPSQYWYYILEMSFYWSLVFSLSTDIKRKDFLAHVIHHLAAISLMSFSWCANYIRSGTLVMFIHDISDIWLESAKMFSYAGWKQTCNTLFFIFTVVFFISRFIIFPFWILYCTLILPLHYLEPFFS.... Result: 1 (interaction). (5) The miRNA is mmu-miR-6945-3p with sequence UCUGAGCUCUGCCCUUCCCAU. The protein sequence of the target gene is MGAEWELGAEAGGSLLLCAALLAAGCALGLRLGRGQGAADRGALIWLCYDALVHFALEGPFVYLSLVGNVANSDGLIASLWKEYGKADARWVYFDPTIVSVEILTVALDGSLALFLIYAIVKEKYYRHFLQITLCVCELYGCWMTFLPEWLTRSPNLNTSNWLYCWLYLFFFNGVWVLIPGLLLWQSWLELKKMHQKETSSVKKFQ. Result: 0 (no interaction).